Dataset: Full USPTO retrosynthesis dataset with 1.9M reactions from patents (1976-2016). Task: Predict the reactants needed to synthesize the given product. Given the product [N:11]1([CH2:18][CH2:19][CH2:20][N:21]2[CH2:27][CH2:26][CH2:25][NH:24][CH2:23][CH2:22]2)[CH2:17][CH2:16][CH2:15][NH:14][CH2:13][CH2:12]1, predict the reactants needed to synthesize it. The reactants are: C(=O)([O-])[O-].[K+].[K+].Cl.Cl.Cl.Cl.[N:11]1([CH2:18][CH2:19][CH2:20][N:21]2[CH2:27][CH2:26][CH2:25][NH:24][CH2:23][CH2:22]2)[CH2:17][CH2:16][CH2:15][NH:14][CH2:13][CH2:12]1.